Dataset: Full USPTO retrosynthesis dataset with 1.9M reactions from patents (1976-2016). Task: Predict the reactants needed to synthesize the given product. (1) Given the product [CH2:1]([O:3][C:4]([C:6]1[CH:7]=[N:8][C:9]2[C:14]([C:15]=1[NH:26][CH2:25][C:24]1[CH:27]=[CH:28][CH:29]=[C:22]([C:21]([F:20])([F:30])[F:31])[CH:23]=1)=[CH:13][CH:12]=[CH:11][C:10]=2[NH2:17])=[O:5])[CH3:2], predict the reactants needed to synthesize it. The reactants are: [CH2:1]([O:3][C:4]([C:6]1[CH:7]=[N:8][C:9]2[C:14]([C:15]=1Cl)=[CH:13][CH:12]=[CH:11][C:10]=2[N+:17]([O-])=O)=[O:5])[CH3:2].[F:20][C:21]([F:31])([F:30])[C:22]1[CH:23]=[C:24]([CH:27]=[CH:28][CH:29]=1)[CH2:25][NH2:26]. (2) Given the product [Cl:1][C:2]1[N:7]=[C:6]([O:8][CH3:9])[C:5]([CH2:10][C:11]2[C:19]3[C:14](=[N:15][CH:16]=[CH:17][CH:18]=3)[N:13]([Si:25]([CH:29]([CH3:31])[CH3:30])([CH:26]([CH3:28])[CH3:27])[CH:22]([CH3:24])[CH3:23])[CH:12]=2)=[CH:4][CH:3]=1, predict the reactants needed to synthesize it. The reactants are: [Cl:1][C:2]1[N:7]=[C:6]([O:8][CH3:9])[C:5]([CH2:10][C:11]2[C:19]3[C:14](=[N:15][CH:16]=[CH:17][CH:18]=3)[NH:13][CH:12]=2)=[CH:4][CH:3]=1.[H-].[Na+].[CH:22]([Si:25](Cl)([CH:29]([CH3:31])[CH3:30])[CH:26]([CH3:28])[CH3:27])([CH3:24])[CH3:23].C(=O)(O)[O-].[Na+].